This data is from Peptide-MHC class I binding affinity with 185,985 pairs from IEDB/IMGT. The task is: Regression. Given a peptide amino acid sequence and an MHC pseudo amino acid sequence, predict their binding affinity value. This is MHC class I binding data. (1) The peptide sequence is EVIPYTPAM. The MHC is HLA-A03:01 with pseudo-sequence HLA-A03:01. The binding affinity (normalized) is 0.0847. (2) The peptide sequence is PTDMLKLFT. The MHC is HLA-A02:01 with pseudo-sequence HLA-A02:01. The binding affinity (normalized) is 0. (3) The peptide sequence is AIYKNTIAY. The MHC is HLA-A11:01 with pseudo-sequence HLA-A11:01. The binding affinity (normalized) is 0.706. (4) The peptide sequence is RSTKGGQQK. The MHC is HLA-A11:01 with pseudo-sequence HLA-A11:01. The binding affinity (normalized) is 0.307. (5) The peptide sequence is KLGEGFKSL. The MHC is HLA-A29:02 with pseudo-sequence HLA-A29:02. The binding affinity (normalized) is 0.0847. (6) The peptide sequence is RLATVGYPK. The MHC is HLA-B51:01 with pseudo-sequence HLA-B51:01. The binding affinity (normalized) is 0.213. (7) The MHC is HLA-A24:02 with pseudo-sequence HLA-A24:02. The peptide sequence is VYKEGTFHTM. The binding affinity (normalized) is 0.751. (8) The peptide sequence is NLPFDRPTI. The MHC is Mamu-A01 with pseudo-sequence Mamu-A01. The binding affinity (normalized) is 0. (9) The peptide sequence is LPVNVAFEL. The MHC is HLA-A30:01 with pseudo-sequence HLA-A30:01. The binding affinity (normalized) is 0.